From a dataset of Forward reaction prediction with 1.9M reactions from USPTO patents (1976-2016). Predict the product of the given reaction. (1) Given the reactants [CH:1](NC(C)C)(C)C.CN(P(N(C)C)(N(C)C)=O)C.[CH3:19][N:20]1[CH2:25][C:24]([N+:32]([O-:34])=[O:33])([C:26]2[CH:31]=[CH:30][CH:29]=[CH:28][CH:27]=2)[CH2:23][CH:22]([CH3:35])[C:21]1=[O:36].CI, predict the reaction product. The product is: [CH3:19][N:20]1[CH2:25][C:24]([N+:32]([O-:34])=[O:33])([C:26]2[CH:31]=[CH:30][CH:29]=[CH:28][CH:27]=2)[CH2:23][C:22]([CH3:1])([CH3:35])[C:21]1=[O:36]. (2) Given the reactants [N:1]12[CH2:8][CH2:7][CH:4]([CH2:5][CH2:6]1)[C@@H:3](OC(=O)C(O)(C1C=CC=C(OC)C=1)C1C=CC=C(OC)C=1)[CH2:2]2.OC(C1C=CC=C(OC)C=1)(C1C=CC=C(OC)C=1)C(O)=O.[OH:51][C:52]([C:62]1[CH:67]=[CH:66][C:65]([O:68][CH3:69])=[CH:64][CH:63]=1)([C:56]1[CH:61]=[CH:60][CH:59]=[CH:58][CH:57]=1)[C:53]([OH:55])=[O:54], predict the reaction product. The product is: [N:1]12[CH2:8][CH2:7][CH:4]([CH2:5][CH2:6]1)[C@@H:3]([O:54][C:53](=[O:55])[C:52]([OH:51])([C:62]1[CH:63]=[CH:64][C:65]([O:68][CH3:69])=[CH:66][CH:67]=1)[C:56]1[CH:57]=[CH:58][CH:59]=[CH:60][CH:61]=1)[CH2:2]2. (3) Given the reactants C(OC([N:8]1[C:12]([C:13]2[CH:18]=[CH:17][C:16]([C:19]#[C:20][C:21]3[CH:26]=[CH:25][CH:24]=[CH:23][CH:22]=3)=[CH:15][CH:14]=2)=[CH:11][N:10]=[C:9]1[NH:27]C(OC(C)(C)C)=O)=O)(C)(C)C.FC(F)(F)C(O)=O.C1(C)C=CC=CC=1, predict the reaction product. The product is: [C:21]1([C:20]#[C:19][C:16]2[CH:17]=[CH:18][C:13]([C:12]3[NH:8][C:9]([NH2:27])=[N:10][CH:11]=3)=[CH:14][CH:15]=2)[CH:26]=[CH:25][CH:24]=[CH:23][CH:22]=1.